This data is from Catalyst prediction with 721,799 reactions and 888 catalyst types from USPTO. The task is: Predict which catalyst facilitates the given reaction. (1) Reactant: [Br:1][C:2]1[CH:3]=[C:4]2[C:8](=[CH:9][CH:10]=1)[C:7](=[O:11])[N:6](C(OC(C)(C)C)=O)[CH2:5]2.CC([O-])=O.[K+].CC1(C)C(C)(C)OB(B2OC(C)(C)C(C)(C)O2)O1. Product: [Br:1][C:2]1[CH:3]=[C:4]2[C:8](=[CH:9][CH:10]=1)[C:7](=[O:11])[NH:6][CH2:5]2. The catalyst class is: 75. (2) Reactant: [CH2:1]([C:5]1[N:9]([CH2:10][C:11]2[CH:16]=[CH:15][C:14]([C:17]3[CH:22]=[CH:21][CH:20]=[CH:19][C:18]=3[C:23]#[N:24])=[CH:13][CH:12]=2)[C:8](=[O:25])[C:7]2([CH2:29][CH2:28][CH2:27][CH2:26]2)[N:6]=1)[CH2:2][CH2:3][CH3:4].[N-:30]=[N+:31]=[N-:32].[Na+].N1CCNCC1.[OH-].[Na+]. Product: [CH3:4][CH2:3][CH2:2][CH2:1][C:5]1[N:9]([CH2:10][C:11]2[CH:16]=[CH:15][C:14]([C:17]3[CH:22]=[CH:21][CH:20]=[CH:19][C:18]=3[C:23]3[N:32]=[N:31][NH:30][N:24]=3)=[CH:13][CH:12]=2)[C:8](=[O:25])[C:7]2([CH2:26][CH2:27][CH2:28][CH2:29]2)[N:6]=1. The catalyst class is: 264.